Dataset: Catalyst prediction with 721,799 reactions and 888 catalyst types from USPTO. Task: Predict which catalyst facilitates the given reaction. (1) Reactant: [CH3:1][CH2:2][CH2:3][CH2:4][CH2:5][N:6]([CH2:8][CH2:9][C:10]([P:16]([OH:19])([OH:18])=[O:17])([P:12]([OH:15])([OH:14])=[O:13])[OH:11])[CH3:7].C([O-])(=O)C.[Na+:24]. Product: [CH3:1][CH2:2][CH2:3][CH2:4][CH2:5][N:6]([CH2:8][CH2:9][C:10]([P:16]([O-:19])([OH:18])=[O:17])([P:12]([OH:15])([OH:14])=[O:13])[OH:11])[CH3:7].[Na+:24]. The catalyst class is: 41. (2) Reactant: [CH:1]1[C:17]2[CH2:16][C@H:15]3[N:18]([CH2:20][CH2:21][C@@:7]45[C@H:14]3[CH:13]=[CH:12][C@H:10]([OH:11])[C@@H:8]4[O:9][C:5]([C:6]=25)=[C:3]([OH:4])[CH:2]=1)[CH3:19].[H-].[Na+].[CH3:24][C:25]([CH3:30])([CH3:29])[C:26](Cl)=[O:27]. Product: [C:26]([O:4][C:3]1[CH:2]=[CH:1][C:17]2[CH2:16][C@H:15]3[N:18]([CH3:19])[CH2:20][CH2:21][C@:7]45[C:6]=2[C:5]=1[O:9][C@H:8]4[C@@H:10]([OH:11])[CH:12]=[CH:13][C@@H:14]35)(=[O:27])[C:25]([CH3:30])([CH3:29])[CH3:24]. The catalyst class is: 1. (3) Reactant: [CH3:1][O:2][C:3]1[CH:4]=[C:5]([CH:26]=[CH:27][C:28]=1[O:29][CH2:30][C:31]1[N:32]=[C:33]([C:37]2[CH:42]=[CH:41][CH:40]=[CH:39][CH:38]=2)[O:34][C:35]=1[CH3:36])[CH2:6][O:7][C:8]1[CH:12]=[C:11](/[CH:13]=[CH:14]/[C:15]([O:17]CC)=[O:16])[N:10]([C:20]2[CH:25]=[CH:24][CH:23]=[CH:22][CH:21]=2)[N:9]=1.[OH-].[Na+].O1CCCC1.Cl. Product: [CH3:1][O:2][C:3]1[CH:4]=[C:5]([CH:26]=[CH:27][C:28]=1[O:29][CH2:30][C:31]1[N:32]=[C:33]([C:37]2[CH:42]=[CH:41][CH:40]=[CH:39][CH:38]=2)[O:34][C:35]=1[CH3:36])[CH2:6][O:7][C:8]1[CH:12]=[C:11](/[CH:13]=[CH:14]/[C:15]([OH:17])=[O:16])[N:10]([C:20]2[CH:21]=[CH:22][CH:23]=[CH:24][CH:25]=2)[N:9]=1. The catalyst class is: 8. (4) Reactant: Cl[CH2:2][CH:3]=O.[Br:5][C:6]1[N:7]=[C:8]([O:14][CH3:15])[C:9]([NH2:13])=[N:10][C:11]=1[Cl:12]. Product: [Br:5][C:6]1[N:7]=[C:8]([O:14][CH3:15])[C:9]2[N:10]([CH:2]=[CH:3][N:13]=2)[C:11]=1[Cl:12]. The catalyst class is: 32. (5) Reactant: [C:1]([C:5]1[CH:9]=[C:8]([NH:10][C:11]([NH:13][C:14]2[C:23]3[C:18](=[CH:19][CH:20]=[CH:21][CH:22]=3)[C:17]([O:24][C:25]3[CH:30]=[CH:29][N:28]=[C:27](Cl)[N:26]=3)=[CH:16][CH:15]=2)=[O:12])[N:7]([C:32]2[CH:37]=[CH:36][C:35]([CH3:38])=[CH:34][CH:33]=2)[N:6]=1)([CH3:4])([CH3:3])[CH3:2].[CH3:39][N:40]([CH3:59])[CH2:41][CH2:42][O:43][CH2:44][CH2:45][O:46][CH2:47][CH2:48][O:49][C:50]1[CH:51]=[C:52]([CH:54]=[C:55]([O:57][CH3:58])[CH:56]=1)[NH2:53].C([O-])(O)=O.[Na+]. Product: [C:1]([C:5]1[CH:9]=[C:8]([NH:10][C:11]([NH:13][C:14]2[C:23]3[C:18](=[CH:19][CH:20]=[CH:21][CH:22]=3)[C:17]([O:24][C:25]3[CH:30]=[CH:29][N:28]=[C:27]([NH:53][C:52]4[CH:54]=[C:55]([O:57][CH3:58])[CH:56]=[C:50]([O:49][CH2:48][CH2:47][O:46][CH2:45][CH2:44][O:43][CH2:42][CH2:41][N:40]([CH3:39])[CH3:59])[CH:51]=4)[N:26]=3)=[CH:16][CH:15]=2)=[O:12])[N:7]([C:32]2[CH:37]=[CH:36][C:35]([CH3:38])=[CH:34][CH:33]=2)[N:6]=1)([CH3:4])([CH3:3])[CH3:2]. The catalyst class is: 3. (6) Reactant: C(OC(=O)[N:7]([CH2:20][C:21]1[CH:26]=[CH:25][CH:24]=[C:23]([F:27])[CH:22]=1)[C:8]1[N:13]=[C:12]([N:14]2[CH2:19][CH2:18][NH:17][CH2:16][CH2:15]2)[CH:11]=[N:10][CH:9]=1)(C)(C)C.[ClH:29].CCOCC. Product: [ClH:29].[F:27][C:23]1[CH:22]=[C:21]([CH:26]=[CH:25][CH:24]=1)[CH2:20][NH:7][C:8]1[N:13]=[C:12]([N:14]2[CH2:15][CH2:16][NH:17][CH2:18][CH2:19]2)[CH:11]=[N:10][CH:9]=1. The catalyst class is: 5. (7) Reactant: C([Si](C)(C)[O:6][C@H:7]1[CH2:11][CH2:10][C@H:9]([N:12]2[C:17]3=[N:18][C:19]([NH:22][C:23]4[CH:28]=[CH:27][C:26]([F:29])=[CH:25][CH:24]=4)=[N:20][CH:21]=[C:16]3[CH2:15][N:14]([C:30]3[CH:35]=[CH:34][C:33]([CH2:36][CH3:37])=[CH:32][CH:31]=3)[C:13]2=[O:38])[CH2:8]1)(C)(C)C.N1C=CC=CC=1.F. Product: [CH2:36]([C:33]1[CH:34]=[CH:35][C:30]([N:14]2[CH2:15][C:16]3[C:17](=[N:18][C:19]([NH:22][C:23]4[CH:28]=[CH:27][C:26]([F:29])=[CH:25][CH:24]=4)=[N:20][CH:21]=3)[N:12]([C@H:9]3[CH2:10][CH2:11][C@H:7]([OH:6])[CH2:8]3)[C:13]2=[O:38])=[CH:31][CH:32]=1)[CH3:37]. The catalyst class is: 17.